This data is from Full USPTO retrosynthesis dataset with 1.9M reactions from patents (1976-2016). The task is: Predict the reactants needed to synthesize the given product. (1) The reactants are: [F:1][C:2]1[CH:7]=[C:6]([F:8])[CH:5]=[CH:4][C:3]=1[CH2:9][NH:10][C:11]([C:13]1[C:14](=[O:36])[C:15]([O:28]CC2C=CC=CC=2)=[C:16]2[C:21](=[O:22])[N:20]3[C@H:23]([CH3:26])[CH2:24][O:25][C@H:19]3[CH2:18][N:17]2[CH:27]=1)=[O:12]. Given the product [F:1][C:2]1[CH:7]=[C:6]([F:8])[CH:5]=[CH:4][C:3]=1[CH2:9][NH:10][C:11]([C:13]1[C:14](=[O:36])[C:15]([OH:28])=[C:16]2[C:21](=[O:22])[N:20]3[C@H:23]([CH3:26])[CH2:24][O:25][C@H:19]3[CH2:18][N:17]2[CH:27]=1)=[O:12], predict the reactants needed to synthesize it. (2) Given the product [F:1][C:2]1[C:7]([F:8])=[C:6]([O:9][CH2:10][C:11]2[C:16]3[CH:17]=[C:18]([CH3:20])[O:19][C:15]=3[CH:14]=[CH:13][CH:12]=2)[CH:5]=[CH:4][C:3]=1[CH2:21][CH2:22][C:23]([OH:25])=[O:24], predict the reactants needed to synthesize it. The reactants are: [F:1][C:2]1[C:7]([F:8])=[C:6]([O:9][CH2:10][C:11]2[C:16]3[CH:17]=[C:18]([CH3:20])[O:19][C:15]=3[CH:14]=[CH:13][CH:12]=2)[CH:5]=[CH:4][C:3]=1[CH2:21][CH2:22][C:23]([O:25]CC)=[O:24].[OH-].[Na+]. (3) The reactants are: [F:1][C:2]([F:28])([F:27])[C:3]1[CH:4]=[C:5]([N:9]([CH2:19][C:20]([O:22]C(C)(C)C)=[O:21])[S:10]([C:13]2[CH:18]=[CH:17][CH:16]=[CH:15][CH:14]=2)(=[O:12])=[O:11])[CH:6]=[CH:7][CH:8]=1.FC(F)(F)C(O)=O. Given the product [F:28][C:2]([F:1])([F:27])[C:3]1[CH:4]=[C:5]([N:9]([CH2:19][C:20]([OH:22])=[O:21])[S:10]([C:13]2[CH:18]=[CH:17][CH:16]=[CH:15][CH:14]=2)(=[O:12])=[O:11])[CH:6]=[CH:7][CH:8]=1, predict the reactants needed to synthesize it. (4) Given the product [CH3:1][O:2][C:3](=[O:22])[NH:4][C:5]1[CH:10]=[CH:9][C:8]([NH:11][CH2:12][CH:13]2[CH2:18][O:17][CH2:16][CH2:15][O:14]2)=[C:7]([NH2:19])[CH:6]=1, predict the reactants needed to synthesize it. The reactants are: [CH3:1][O:2][C:3](=[O:22])[NH:4][C:5]1[CH:10]=[CH:9][C:8]([NH:11][CH2:12][CH:13]2[CH2:18][O:17][CH2:16][CH2:15][O:14]2)=[C:7]([N+:19]([O-])=O)[CH:6]=1. (5) Given the product [NH2:20][CH2:19][CH2:18][O:17][CH2:16][C:15]([NH:14][CH2:13][CH2:12][CH2:11][CH2:10][CH2:9][C:8]([NH:7][C:3]1[CH:2]=[C:1]([C:30]2[CH:35]=[CH:34][CH:33]=[CH:32][CH:31]=2)[CH:6]=[CH:5][CH:4]=1)=[O:29])=[O:28], predict the reactants needed to synthesize it. The reactants are: [C:1]1([C:30]2[CH:35]=[CH:34][CH:33]=[CH:32][CH:31]=2)[CH:6]=[CH:5][CH:4]=[C:3]([NH:7][C:8](=[O:29])[CH2:9][CH2:10][CH2:11][CH2:12][CH2:13][NH:14][C:15](=[O:28])[CH2:16][O:17][CH2:18][CH2:19][NH:20]C(=O)OC(C)(C)C)[CH:2]=1.C(O)(C(F)(F)F)=O.[OH-].[Na+]. (6) The reactants are: [CH3:1][N:2]1[CH2:7][CH2:6][N:5]([C:8]2[S:9][C:10](=[CH:14][C:15]3[CH:16]=[C:17]4[C:21](=[CH:22][CH:23]=3)[N:20]([CH2:24][C:25]3[CH:32]=[CH:31][C:28]([C:29]#[N:30])=[CH:27][C:26]=3[C:33]([F:36])([F:35])[F:34])[N:19]=[CH:18]4)[C:11](=[O:13])[N:12]=2)[CH2:4][CH2:3]1.[OH-:37].[Na+]. Given the product [CH3:1][N:2]1[CH2:3][CH2:4][N:5]([C:8]2[S:9][C:10](=[CH:14][C:15]3[CH:16]=[C:17]4[C:21](=[CH:22][CH:23]=3)[N:20]([CH2:24][C:25]3[CH:32]=[CH:31][C:28]([C:29]([NH2:30])=[O:37])=[CH:27][C:26]=3[C:33]([F:36])([F:35])[F:34])[N:19]=[CH:18]4)[C:11](=[O:13])[N:12]=2)[CH2:6][CH2:7]1, predict the reactants needed to synthesize it.